From a dataset of Reaction yield outcomes from USPTO patents with 853,638 reactions. Predict the reaction yield, written as a fraction of the theoretical maximum amount of product (1.0 means a 100% yield; for example, 0.34 means a 34% yield). (1) The reactants are [CH2:1]([O:4][CH2:5][CH2:6][CH2:7][CH2:8][C:9]1[CH:14]=[CH:13][CH:12]=[CH:11][CH:10]=1)[CH:2]=[CH2:3].B1C2CCCC1CCC2.[OH-:24].[Na+].OO. The catalyst is C1COCC1. The product is [C:9]1([CH2:8][CH2:7][CH2:6][CH2:5][O:4][CH2:1][CH2:2][CH2:3][OH:24])[CH:10]=[CH:11][CH:12]=[CH:13][CH:14]=1. The yield is 0.550. (2) The reactants are [Cl:1][C:2]1[CH:18]=[CH:17][C:5]2[C:6]3[N:7]([N:11]=[C:12]([C:14](O)=[O:15])[N:13]=3)[CH2:8][CH2:9][O:10][C:4]=2[CH:3]=1.C[N:20](C)C=O.F[P-](F)(F)(F)(F)F.C[N+](C)=C(N(C)C)ON1C2N=CC=CC=2N=N1.ClC1C=CC2N=NN(O)C=2C=1.[NH4+].[Cl-].C(N(CC)C(C)C)(C)C. No catalyst specified. The product is [Cl:1][C:2]1[CH:18]=[CH:17][C:5]2[C:6]3[N:7]([N:11]=[C:12]([C:14]([NH2:20])=[O:15])[N:13]=3)[CH2:8][CH2:9][O:10][C:4]=2[CH:3]=1. The yield is 0.0530.